This data is from Full USPTO retrosynthesis dataset with 1.9M reactions from patents (1976-2016). The task is: Predict the reactants needed to synthesize the given product. (1) Given the product [C:24]([C:21]1[CH:20]=[CH:19][C:18]([CH2:17][NH:16][C:14](=[O:15])[CH2:13][N:10]2[C:9]3[C:4]([CH:1]([OH:3])[CH3:2])=[CH:5][CH:6]=[CH:7][C:8]=3[N:12]=[CH:11]2)=[CH:23][CH:22]=1)([CH3:25])([CH3:26])[CH3:27], predict the reactants needed to synthesize it. The reactants are: [C:1]([C:4]1[C:9]2[N:10]([CH2:13][C:14]([NH:16][CH2:17][C:18]3[CH:23]=[CH:22][C:21]([C:24]([CH3:27])([CH3:26])[CH3:25])=[CH:20][CH:19]=3)=[O:15])[CH:11]=[N:12][C:8]=2[CH:7]=[CH:6][CH:5]=1)(=[O:3])[CH3:2].[BH4-].[Na+]. (2) The reactants are: [CH3:1][C:2]1[CH:31]=[CH:30][CH:29]=[C:28]([CH3:32])[C:3]=1[CH2:4][NH:5][C:6]1[CH:7]=[C:8]2[C:13](=[CH:14][C:15]=1[Cl:16])[N:12]=[C:11]([N:17]1[CH:21]=[C:20]([C:22]([O:24]CC)=[O:23])[CH:19]=[N:18]1)[NH:10][C:9]2=O.[CH3:33][NH:34][CH2:35][CH3:36]. Given the product [CH3:1][C:2]1[CH:31]=[CH:30][CH:29]=[C:28]([CH3:32])[C:3]=1[CH2:4][NH:5][C:6]1[CH:7]=[C:8]2[C:13](=[CH:14][C:15]=1[Cl:16])[N:12]=[C:11]([N:17]1[CH:21]=[C:20]([C:22]([OH:24])=[O:23])[CH:19]=[N:18]1)[N:10]=[C:9]2[N:34]([CH2:35][CH3:36])[CH3:33], predict the reactants needed to synthesize it.